Dataset: Catalyst prediction with 721,799 reactions and 888 catalyst types from USPTO. Task: Predict which catalyst facilitates the given reaction. (1) Reactant: [OH:1][C:2]1[CH:10]=[CH:9][C:5]([C:6]([OH:8])=O)=[CH:4][CH:3]=1.[CH2:11]([N:15]1[C:23]2[N:22]=[C:21]([Cl:24])[NH:20][C:19]=2[C:18](=[O:25])[N:17]([CH2:26][CH2:27][CH2:28][CH2:29]/[C:30](=[N:33]/[H])/[NH:31]O)[C:16]1=[O:35])[CH2:12][CH2:13][CH3:14]. Product: [CH2:11]([N:15]1[C:23]2[N:22]=[C:21]([Cl:24])[NH:20][C:19]=2[C:18](=[O:25])[N:17]([CH2:26][CH2:27][CH2:28][CH2:29][C:30]2[N:31]=[C:6]([C:5]3[CH:4]=[CH:3][C:2]([OH:1])=[CH:10][CH:9]=3)[O:8][N:33]=2)[C:16]1=[O:35])[CH2:12][CH2:13][CH3:14]. The catalyst class is: 16. (2) Reactant: [OH-].[Li+].C[O:4][C:5]([C:7]1[C:8]([CH3:20])=[N:9][O:10][C:11]=1[C:12]1[CH:17]=[CH:16][C:15]([CH2:18][Cl:19])=[CH:14][CH:13]=1)=[O:6].C1COCC1.Cl. Product: [Cl:19][CH2:18][C:15]1[CH:14]=[CH:13][C:12]([C:11]2[O:10][N:9]=[C:8]([CH3:20])[C:7]=2[C:5]([OH:6])=[O:4])=[CH:17][CH:16]=1. The catalyst class is: 6. (3) Reactant: [F:1][C:2]1[CH:7]=[CH:6][C:5]([C:8]2[CH:9]=[CH:10][C:11]([N:14]3[CH2:19][CH2:18][N:17](C=O)[CH2:16][CH2:15]3)=[N:12][CH:13]=2)=[CH:4][CH:3]=1.[ClH:22]. Product: [ClH:22].[F:1][C:2]1[CH:3]=[CH:4][C:5]([C:8]2[CH:9]=[CH:10][C:11]([N:14]3[CH2:15][CH2:16][NH:17][CH2:18][CH2:19]3)=[N:12][CH:13]=2)=[CH:6][CH:7]=1. The catalyst class is: 5. (4) Reactant: Br[C:2]1[CH:7]=[CH:6][C:5]([O:8][C:9]([F:12])([F:11])[F:10])=[CH:4][CH:3]=1.[Mg].II.[F:16][C:17]([F:28])([F:27])[C:18](O[C:18](=[O:19])[C:17]([F:28])([F:27])[F:16])=[O:19]. Product: [F:16][C:17]([F:28])([F:27])[C:18]([C:2]1[CH:7]=[CH:6][C:5]([O:8][C:9]([F:12])([F:11])[F:10])=[CH:4][CH:3]=1)=[O:19]. The catalyst class is: 27. (5) Reactant: C[SiH](C)[O:3][CH:4](C(C)(C)C(C)C)[C@H:5]1[N:10]2[C:11]3[CH:12]=[C:13]([C:18]([F:21])([F:20])[F:19])[CH:14]=[CH:15][C:16]=3[CH:17]=[C:9]2[C:8](=O)[NH:7][CH2:6]1.[H-].[Al+3].[Li+].[H-].[H-].[H-].C(OCC)(=O)C.O. Product: [NH3:7].[F:21][C:18]([F:19])([F:20])[C:13]1[CH:14]=[CH:15][C:16]2[CH:17]=[C:9]3[CH2:8][NH:7][CH2:6][C@@H:5]([CH2:4][OH:3])[N:10]3[C:11]=2[CH:12]=1. The catalyst class is: 1. (6) Reactant: [C:1]([O:5][CH3:6])(=[O:4])[CH2:2][OH:3].FC(S(O)(=O)=O)(F)F.ClC(Cl)(Cl)C(=N)O[CH2:19][C:20]1[CH:25]=[CH:24][CH:23]=[CH:22][CH:21]=1.C([O-])(O)=O.[Na+]. Product: [CH2:19]([CH:2]([OH:3])[C:1]([O:5][CH3:6])=[O:4])[C:20]1[CH:25]=[CH:24][CH:23]=[CH:22][CH:21]=1. The catalyst class is: 2. (7) Product: [CH2:7]1[C@@H:15]2[C@@H:10]([CH2:11][CH:12]=[CH:13][CH2:14]2)[CH2:9][NH:8]1. Reactant: [H-].[Al+3].[Li+].[H-].[H-].[H-].[C:7]1(=O)[C@@H:15]2[C@@H:10]([CH2:11][CH:12]=[CH:13][CH2:14]2)[C:9](=O)[NH:8]1. The catalyst class is: 1.